Dataset: Forward reaction prediction with 1.9M reactions from USPTO patents (1976-2016). Task: Predict the product of the given reaction. (1) Given the reactants [F:1][C:2]1[CH:7]=[CH:6][C:5]([S:8]([N:11]([CH2:15][C:16]([O:18]C)=[O:17])[CH:12]([CH3:14])[CH3:13])(=[O:10])=[O:9])=[CH:4][CH:3]=1.[Li+].[OH-].C1COCC1, predict the reaction product. The product is: [F:1][C:2]1[CH:3]=[CH:4][C:5]([S:8]([N:11]([CH2:15][C:16]([OH:18])=[O:17])[CH:12]([CH3:14])[CH3:13])(=[O:9])=[O:10])=[CH:6][CH:7]=1. (2) Given the reactants [CH3:1][N:2]1[C:6]2[CH:7]=[CH:8][C:9]([C:11]([OH:13])=O)=[CH:10][C:5]=2[N:4]=[C:3]1[NH:14][C:15]1[S:16][C:17]2[CH:23]=[C:22]([C:24]([F:27])([F:26])[F:25])[CH:21]=[CH:20][C:18]=2[N:19]=1.[NH2:28][CH2:29][CH2:30][O:31][CH2:32][CH2:33][OH:34].CN(C(ON1N=NC2C=CC=CC1=2)=[N+](C)C)C.F[P-](F)(F)(F)(F)F.CCN(C(C)C)C(C)C, predict the reaction product. The product is: [OH:34][CH2:33][CH2:32][O:31][CH2:30][CH2:29][NH:28][C:11]([C:9]1[CH:8]=[CH:7][C:6]2[N:2]([CH3:1])[C:3]([NH:14][C:15]3[S:16][C:17]4[CH:23]=[C:22]([C:24]([F:25])([F:26])[F:27])[CH:21]=[CH:20][C:18]=4[N:19]=3)=[N:4][C:5]=2[CH:10]=1)=[O:13]. (3) Given the reactants [C:1]([C:3]1[CH:8]=[CH:7][C:6]([NH:9][C:10]2[N:15]=[C:14]([N:16]3[CH2:20][CH2:19][CH2:18][CH2:17]3)[C:13]([C:21]#[C:22][CH2:23][CH2:24][CH2:25][NH:26][C:27](=[O:32])[C@@H:28]([NH:30][CH3:31])[CH3:29])=[CH:12][N:11]=2)=[CH:5][CH:4]=1)#[N:2].C1(N)C(F)=C(F)C(F)=C(N)C=1F.Cl.Cl.Cl.[CH3:48][N:49]([CH3:56])[CH2:50]/[CH:51]=[CH:52]/[C:53](O)=[O:54], predict the reaction product. The product is: [C:1]([C:3]1[CH:4]=[CH:5][C:6]([NH:9][C:10]2[N:15]=[C:14]([N:16]3[CH2:20][CH2:19][CH2:18][CH2:17]3)[C:13]([C:21]#[C:22][CH2:23][CH2:24][CH2:25][NH:26][C:27](=[O:32])[C@@H:28]([N:30]([CH3:31])[C:53](=[O:54])/[CH:52]=[CH:51]/[CH2:50][N:49]([CH3:56])[CH3:48])[CH3:29])=[CH:12][N:11]=2)=[CH:7][CH:8]=1)#[N:2]. (4) Given the reactants [ClH:1].[CH3:2][N:3]([CH3:26])[CH:4]1[CH2:9][CH2:8][N:7]([C:10](=[O:25])[CH2:11][CH2:12][C:13]2[N:14]([CH2:18][CH2:19][C:20]([O:22][CH2:23][CH3:24])=[O:21])[CH:15]=[CH:16][N:17]=2)[CH2:6][CH2:5]1, predict the reaction product. The product is: [ClH:1].[CH3:26][N:3]([CH3:2])[CH:4]1[CH2:9][CH2:8][N:7]([C:10](=[O:25])[CH2:11][CH2:12][C:13]2[N:14]([CH2:18][CH2:19][C:20]([O:22][CH2:23][CH3:24])=[O:21])[CH:15]=[CH:16][N:17]=2)[CH2:6][CH2:5]1. (5) Given the reactants C([Si]1(OC(C)=C)O[C@@H:7]([C:9]([O:12]C)([CH3:11])[CH3:10])[C@H:6]([C:14](C)(OC)C)O1)C=C.[CH:23](=[O:30])[C:24]1[CH:29]=[CH:28][CH:27]=[CH:26][CH:25]=1.Cl.C(OCC)(=O)C, predict the reaction product. The product is: [CH3:10][C@:9]([OH:12])([CH2:7][CH:6]=[CH2:14])[CH2:11][C@@H:23]([C:24]1[CH:29]=[CH:28][CH:27]=[CH:26][CH:25]=1)[OH:30]. (6) Given the reactants [CH3:1][O:2][CH2:3][CH2:4][C:5]1[N:6]([CH2:19][CH2:20][CH3:21])[C:7]2[C:16]3[CH:15]=[CH:14][C:13]([OH:17])=[CH:12][C:11]=3[N:10]=[CH:9][C:8]=2[N:18]=1.C(OC1C=C(C=CC=1)N)C1C=CC=CC=1.COCCC(Cl)=O.C(OC1C=CC(N)=CC=1)C1C=CC=CC=1.C(OCC(Cl)=O)C.N(C(OC(C)C)=O)=NC(OC(C)C)=O.C1(P(C2C=CC=CC=2)C2C=CC=CC=2)C=CC=CC=1.O[CH:100]1[CH2:105][CH2:104][N:103]([C:106]([O:108][C:109]([CH3:112])([CH3:111])[CH3:110])=[O:107])[CH2:102][CH2:101]1, predict the reaction product. The product is: [CH3:1][O:2][CH2:3][CH2:4][C:5]1[N:6]([CH2:19][CH2:20][CH3:21])[C:7]2[C:16]3[CH:15]=[CH:14][C:13]([O:17][CH:100]4[CH2:105][CH2:104][N:103]([C:106]([O:108][C:109]([CH3:112])([CH3:111])[CH3:110])=[O:107])[CH2:102][CH2:101]4)=[CH:12][C:11]=3[N:10]=[CH:9][C:8]=2[N:18]=1. (7) Given the reactants C[O:2][C:3](=O)[CH:4]([C:6]1[CH:11]=[C:10]([O:12][CH3:13])[CH:9]=[CH:8][C:7]=1[Cl:14])[CH3:5].[H-].C([Al+]CC(C)C)C(C)C.CO.C(C(C(C([O-])=O)O)O)([O-])=O.[Na+].[K+], predict the reaction product. The product is: [Cl:14][C:7]1[CH:8]=[CH:9][C:10]([O:12][CH3:13])=[CH:11][C:6]=1[CH:4]([CH3:5])[CH:3]=[O:2]. (8) Given the reactants [CH2:1]([N:8]=[N+:9]=[N-:10])[C:2]1[CH:7]=[CH:6][CH:5]=[CH:4][CH:3]=1.[C:11]([C:13]1[CH:20]=[CH:19][C:16]([CH:17]=[O:18])=[CH:15][CH:14]=1)#[CH:12], predict the reaction product. The product is: [CH2:1]([N:8]1[C:11]([C:13]2[CH:20]=[CH:19][C:16]([CH:17]=[O:18])=[CH:15][CH:14]=2)=[CH:12][N:10]=[N:9]1)[C:2]1[CH:7]=[CH:6][CH:5]=[CH:4][CH:3]=1. (9) Given the reactants [CH2:1]([O:8][C:9]1[CH:14]=[CH:13][N:12]([C:15]2[CH:16]=[CH:17][C:18]3[C:19]4[CH2:28][N:27]([CH:29]5[CH2:34][CH2:33][N:32](C(OC(C)(C)C)=O)[CH2:31][CH2:30]5)[CH2:26][CH2:25][C:20]=4[N:21]([CH3:24])[C:22]=3[CH:23]=2)[C:11](=[O:42])[CH:10]=1)[C:2]1[CH:7]=[CH:6][CH:5]=[CH:4][CH:3]=1.C1(N)C(F)=C(F)C(F)=C(N)C=1F.[ClH:55].Cl, predict the reaction product. The product is: [ClH:55].[ClH:55].[CH2:1]([O:8][C:9]1[CH:14]=[CH:13][N:12]([C:15]2[CH:16]=[CH:17][C:18]3[C:19]4[CH2:28][N:27]([CH:29]5[CH2:30][CH2:31][NH:32][CH2:33][CH2:34]5)[CH2:26][CH2:25][C:20]=4[N:21]([CH3:24])[C:22]=3[CH:23]=2)[C:11](=[O:42])[CH:10]=1)[C:2]1[CH:3]=[CH:4][CH:5]=[CH:6][CH:7]=1.